This data is from Forward reaction prediction with 1.9M reactions from USPTO patents (1976-2016). The task is: Predict the product of the given reaction. (1) Given the reactants C([O:8][C:9]1[CH:14]=[CH:13][N:12]([C:15]2[CH:16]=[C:17]3[C:21](=[CH:22][CH:23]=2)[N:20]([CH2:24][CH:25]([O:28][CH3:29])[O:26][CH3:27])[N:19]=[CH:18]3)[C:11](=[O:30])[CH:10]=1)C1C=CC=CC=1.C([O-])=O.[NH4+], predict the reaction product. The product is: [CH3:29][O:28][CH:25]([O:26][CH3:27])[CH2:24][N:20]1[C:21]2[C:17](=[CH:16][C:15]([N:12]3[CH:13]=[CH:14][C:9]([OH:8])=[CH:10][C:11]3=[O:30])=[CH:23][CH:22]=2)[CH:18]=[N:19]1. (2) The product is: [CH:7]([C:10]1[NH:11][N:12]=[C:13]([CH2:15][NH:17][CH3:18])[CH:14]=1)([CH3:9])[CH3:8]. Given the reactants [H-].[Al+3].[Li+].[H-].[H-].[H-].[CH:7]([C:10]1[CH:14]=[C:13]([C:15]([NH:17][CH3:18])=O)[NH:12][N:11]=1)([CH3:9])[CH3:8], predict the reaction product. (3) Given the reactants [Br:1][C:2]1[CH:7]=[CH:6][C:5](/[CH:8]=[CH:9]/[C:10]2[CH:11]=[C:12]([CH:16]=[CH:17][C:18]=2[O:19][CH3:20])[C:13]([OH:15])=O)=[CH:4][CH:3]=1.[NH2:21][CH2:22][CH2:23][OH:24], predict the reaction product. The product is: [Br:1][C:2]1[CH:3]=[CH:4][C:5](/[CH:8]=[CH:9]/[C:10]2[CH:11]=[C:12]([CH:16]=[CH:17][C:18]=2[O:19][CH3:20])[C:13]([NH:21][CH2:22][CH2:23][OH:24])=[O:15])=[CH:6][CH:7]=1.